From a dataset of Catalyst prediction with 721,799 reactions and 888 catalyst types from USPTO. Predict which catalyst facilitates the given reaction. (1) The catalyst class is: 24. Reactant: C([O:3][C:4](=[O:32])[CH2:5][C:6]1[CH:11]=[CH:10][C:9]([NH:12][C:13]2[N:18]=[C:17]([NH:19][C:20]3[CH:25]=[CH:24][CH:23]=[CH:22][C:21]=3[NH:26][S:27]([CH3:30])(=[O:29])=[O:28])[C:16]([Cl:31])=[CH:15][N:14]=2)=[CH:8][CH:7]=1)C.[Li+].[OH-].Cl. Product: [Cl:31][C:16]1[C:17]([NH:19][C:20]2[CH:25]=[CH:24][CH:23]=[CH:22][C:21]=2[NH:26][S:27]([CH3:30])(=[O:29])=[O:28])=[N:18][C:13]([NH:12][C:9]2[CH:10]=[CH:11][C:6]([CH2:5][C:4]([OH:32])=[O:3])=[CH:7][CH:8]=2)=[N:14][CH:15]=1. (2) Reactant: [CH:1]1([CH:4]([OH:6])[CH3:5])[CH2:3][CH2:2]1.[C:7](N1C=CN=C1)(N1C=CN=C1)=[O:8].[CH3:19][N:20]([CH2:27][C:28]1[CH:33]=[CH:32][C:31]([C:34]2[CH:39]=[CH:38][C:37]([S:40]([CH3:43])(=[O:42])=[O:41])=[CH:36][CH:35]=2)=[CH:30][N:29]=1)[CH:21]1[CH2:26][CH2:25][NH:24][CH2:23][CH2:22]1. Product: [CH3:19][N:20]([CH2:27][C:28]1[CH:33]=[CH:32][C:31]([C:34]2[CH:39]=[CH:38][C:37]([S:40]([CH3:43])(=[O:42])=[O:41])=[CH:36][CH:35]=2)=[CH:30][N:29]=1)[CH:21]1[CH2:26][CH2:25][N:24]([C:7]([O:6][CH:4]([CH:1]2[CH2:3][CH2:2]2)[CH3:5])=[O:8])[CH2:23][CH2:22]1. The catalyst class is: 2. (3) Reactant: [NH2:1][C:2]1[C:3]([Cl:9])=[N:4][C:5]([Cl:8])=[N:6][CH:7]=1.C(N(CC)CC)C.Cl[CH2:18][CH2:19][C:20](Cl)=[O:21]. Product: [Cl:8][C:5]1[N:4]=[C:3]([Cl:9])[C:2]([NH:1][C:20](=[O:21])[CH:19]=[CH2:18])=[CH:7][N:6]=1. The catalyst class is: 1. (4) Reactant: [N+:1]([C:4]1[CH:9]=[CH:8][C:7](/[CH:10]=[CH:11]\[C:12]2[N:13]=[C:14]([NH:17][C:18](=[O:20])[CH3:19])[S:15][CH:16]=2)=[CH:6][CH:5]=1)([O-:3])=[O:2].Cl.[CH3:22][NH:23][CH3:24].[CH2:25]=O. Product: [CH3:22][N:23]([CH2:25][C:16]1[S:15][C:14]([NH:17][C:18](=[O:20])[CH3:19])=[N:13][C:12]=1/[CH:11]=[CH:10]\[C:7]1[CH:8]=[CH:9][C:4]([N+:1]([O-:3])=[O:2])=[CH:5][CH:6]=1)[CH3:24]. The catalyst class is: 15. (5) Reactant: C([N:8]1[C:12]([CH:13]2[C:21]3[C:16](=[CH:17][CH:18]=[C:19]([CH2:22][CH:23]([CH3:25])[CH3:24])[CH:20]=3)[C:15](=[O:26])[CH2:14]2)=[CH:11][N:10]=[CH:9]1)C1C=CC=CC=1.[H][H]. Product: [NH:10]1[CH:11]=[C:12]([CH:13]2[C:21]3[C:16](=[CH:17][CH:18]=[C:19]([CH2:22][CH:23]([CH3:24])[CH3:25])[CH:20]=3)[CH:15]([OH:26])[CH2:14]2)[N:8]=[CH:9]1. The catalyst class is: 29. (6) Reactant: [CH:1]([C:4]1[C:13]2[C:8](=[CH:9][C:10]([O:16][CH3:17])=[C:11]([O:14][CH3:15])[CH:12]=2)[CH:7]=[C:6]([OH:18])[N:5]=1)([CH3:3])[CH3:2].[ClH:19].[Cl:20][CH2:21][C:22]1[C:23]([NH:34][CH2:35][C:36]([F:39])([F:38])[F:37])=[N:24][C:25]2[C:30]([CH:31]=1)=[CH:29][C:28]([O:32][CH3:33])=[CH:27][CH:26]=2.[Li+].[OH-]. Product: [ClH:20].[ClH:19].[CH:1]([C:4]1[C:13]2[C:8](=[CH:9][C:10]([O:16][CH3:17])=[C:11]([O:14][CH3:15])[CH:12]=2)[C:7]([CH2:21][C:22]2[C:23]([NH:34][CH2:35][C:36]([F:39])([F:37])[F:38])=[N:24][C:25]3[C:30]([CH:31]=2)=[CH:29][C:28]([O:32][CH3:33])=[CH:27][CH:26]=3)=[C:6]([OH:18])[N:5]=1)([CH3:3])[CH3:2]. The catalyst class is: 76. (7) Product: [Cl:1][C:2]1[N:3]=[C:4]([NH:32][C:29]2[CH:30]=[C:31]3[C:26]([CH:25]=[N:24][N:23]3[CH3:22])=[CH:27][CH:28]=2)[C:5]2[CH:10]=[CH:9][N:8]([S:11]([C:14]3[CH:20]=[CH:19][C:17]([CH3:18])=[CH:16][CH:15]=3)(=[O:13])=[O:12])[C:6]=2[N:7]=1. The catalyst class is: 38. Reactant: [Cl:1][C:2]1[N:3]=[C:4](Cl)[C:5]2[CH:10]=[CH:9][N:8]([S:11]([C:14]3[CH:20]=[CH:19][C:17]([CH3:18])=[CH:16][CH:15]=3)(=[O:13])=[O:12])[C:6]=2[N:7]=1.[CH3:22][N:23]1[C:31]2[C:26](=[CH:27][CH:28]=[C:29]([NH2:32])[CH:30]=2)[CH:25]=[N:24]1.CCN(C(C)C)C(C)C.CCOC(C)=O. (8) Reactant: [CH:1]1([C:7]2[C:8]3[CH:9]=[CH:10][C:11]([C:33]([O:35]C)=[O:34])=[CH:12][C:13]=3[N:14]3[CH2:21][CH2:20][N:19]([C:22](=[O:27])[CH2:23][N:24]([CH3:26])[CH3:25])[CH2:18][C:17]4[CH:28]=[C:29]([F:32])[CH:30]=[CH:31][C:16]=4[C:15]=23)[CH2:6][CH2:5][CH2:4][CH2:3][CH2:2]1.B(Br)(Br)Br.C([O-])(O)=O.[Na+]. Product: [CH:1]1([C:7]2[C:8]3[CH:9]=[CH:10][C:11]([C:33]([OH:35])=[O:34])=[CH:12][C:13]=3[N:14]3[CH2:21][CH2:20][N:19]([C:22](=[O:27])[CH2:23][N:24]([CH3:25])[CH3:26])[CH2:18][C:17]4[CH:28]=[C:29]([F:32])[CH:30]=[CH:31][C:16]=4[C:15]=23)[CH2:6][CH2:5][CH2:4][CH2:3][CH2:2]1. The catalyst class is: 2. (9) Reactant: [Cl:1][C:2]1[N:7]=[CH:6][C:5]([S:8][C:9]2[N:13]([C:14]3[CH:19]=[C:18]([F:20])[CH:17]=[CH:16][C:15]=3[CH3:21])[N:12]=[C:11]([C:22]([O:24]CC)=O)[CH:10]=2)=[CH:4][CH:3]=1.[CH3:27][NH2:28].CO. Product: [Cl:1][C:2]1[N:7]=[CH:6][C:5]([S:8][C:9]2[N:13]([C:14]3[CH:19]=[C:18]([F:20])[CH:17]=[CH:16][C:15]=3[CH3:21])[N:12]=[C:11]([C:22]([NH:28][CH3:27])=[O:24])[CH:10]=2)=[CH:4][CH:3]=1. The catalyst class is: 5. (10) Reactant: C(OC([N:8]1[CH2:13][CH2:12][CH:11]([O:14][C:15]2[CH:20]=[CH:19][C:18]([C:21]3[S:25][C:24]4=[N:26][CH:27]=[C:28]([C:29]5[CH:30]=[N:31][C:32]([NH2:39])=[C:33]([C:35]([F:38])([F:37])[F:36])[CH:34]=5)[N:23]4[N:22]=3)=[CH:17][C:16]=2[O:40][CH3:41])[CH2:10][CH2:9]1)=O)(C)(C)C.[ClH:42].O1CCOCC1. Product: [CH3:41][O:40][C:16]1[CH:17]=[C:18]([C:21]2[S:25][C:24]3=[N:26][CH:27]=[C:28]([C:29]4[CH:34]=[C:33]([C:35]([F:37])([F:36])[F:38])[C:32]([NH2:39])=[N:31][CH:30]=4)[N:23]3[N:22]=2)[CH:19]=[CH:20][C:15]=1[O:14][CH:11]1[CH2:10][CH2:9][NH:8][CH2:13][CH2:12]1.[ClH:42]. The catalyst class is: 2.